From a dataset of Forward reaction prediction with 1.9M reactions from USPTO patents (1976-2016). Predict the product of the given reaction. (1) Given the reactants [CH:1]1([CH2:4][N:5]([CH:13]2[CH2:18][CH2:17][NH:16][CH2:15][CH2:14]2)[CH2:6][C:7]2[CH:12]=[CH:11]N=C[CH:8]=2)[CH2:3][CH2:2]1.Cl[C:20]([O:22][C:23]1[CH:28]=[CH:27][C:26]([O:29][C:30]2[CH:35]=[CH:34][C:33]([C:36]([F:39])([F:38])[F:37])=[CH:32][N:31]=2)=[CH:25][CH:24]=1)=[O:21].[CH:40]([NH:43]C(C)C)(C)C, predict the reaction product. The product is: [F:37][C:36]([F:39])([F:38])[C:33]1[CH:34]=[CH:35][C:30]([O:29][C:26]2[CH:27]=[CH:28][C:23]([O:22][C:20]([N:16]3[CH2:15][CH2:14][CH:13]([N:5]([CH2:4][CH:1]4[CH2:2][CH2:3]4)[CH2:6][C:7]4[CH:8]=[N:43][CH:40]=[CH:11][CH:12]=4)[CH2:18][CH2:17]3)=[O:21])=[CH:24][CH:25]=2)=[N:31][CH:32]=1. (2) Given the reactants [O:1]([C:8]1[CH:13]=[CH:12][C:11]([CH2:14][C:15]([OH:17])=O)=[CH:10][CH:9]=1)[C:2]1[CH:7]=[CH:6][CH:5]=[CH:4][CH:3]=1.[CH2:18](Cl)CCl.C1C=CC2N(O)N=NC=2C=1.CCN(CC)CC.[CH3:39][N:40]([CH3:55])[CH2:41][CH2:42][CH2:43][NH:44][C:45]1[C:53]2[C:48](=[CH:49][CH:50]=[C:51]([NH2:54])[CH:52]=2)[NH:47][N:46]=1, predict the reaction product. The product is: [CH2:2]([O:1][C:8]1[CH:9]=[CH:10][C:11]([CH2:14][C:15]([NH:54][C:51]2[CH:52]=[C:53]3[C:48](=[CH:49][CH:50]=2)[NH:47][N:46]=[C:45]3[NH:44][CH2:43][CH2:42][CH2:41][N:40]([CH3:39])[CH3:55])=[O:17])=[CH:12][CH:13]=1)[C:7]1[CH:6]=[CH:5][CH:4]=[CH:3][CH:18]=1. (3) Given the reactants [N:1]1([C:6]2[CH:7]=[C:8]([CH:11]=[CH:12][C:13]=2[O:14][C:15]2[CH:20]=[CH:19][CH:18]=[CH:17][CH:16]=2)[C:9]#[N:10])[CH:5]=[CH:4][N:3]=[CH:2]1.C(O)(=[S:23])C, predict the reaction product. The product is: [N:1]1([C:6]2[CH:7]=[C:8]([C:9](=[S:23])[NH2:10])[CH:11]=[CH:12][C:13]=2[O:14][C:15]2[CH:16]=[CH:17][CH:18]=[CH:19][CH:20]=2)[CH:5]=[CH:4][N:3]=[CH:2]1. (4) Given the reactants O=[C:2]1[CH2:11][N:10]2[C@H:12]3[CH2:17][CH2:16][N:15](C(OCC)=O)[CH2:14][C@H:13]3[C:8]3[C:9]2=[C:4]([CH:5]=[CH:6][CH:7]=3)[NH:3]1.[CH2:23](I)[C:24]1[CH:29]=[CH:28][CH:27]=[CH:26][CH:25]=1, predict the reaction product. The product is: [CH2:23]([N:3]1[C:4]2[CH:5]=[CH:6][CH:7]=[C:8]3[C@@H:13]4[CH2:14][NH:15][CH2:16][CH2:17][C@@H:12]4[N:10]([C:9]=23)[CH2:11][CH2:2]1)[C:24]1[CH:29]=[CH:28][CH:27]=[CH:26][CH:25]=1. (5) Given the reactants [CH3:1][N:2]1[C:7]2[N:8]([CH3:15])[CH:9]=[C:10]([CH2:11][C:12]([OH:14])=O)[C:6]=2[C:5](=[O:16])[N:4]([CH3:17])[C:3]1=[O:18].[F:19][C:20]1[CH:21]=[C:22]([C:33]2[N:34]=[C:35]([NH2:38])[S:36][CH:37]=2)[CH:23]=[C:24]([F:32])[C:25]=1[O:26][CH2:27][C:28]([F:31])([F:30])[F:29].CCN=C=NCCCN(C)C.Cl.C1C=CC2N(O)N=NC=2C=1, predict the reaction product. The product is: [F:19][C:20]1[CH:21]=[C:22]([C:33]2[N:34]=[C:35]([NH:38][C:12](=[O:14])[CH2:11][C:10]3[C:6]4[C:5](=[O:16])[N:4]([CH3:17])[C:3](=[O:18])[N:2]([CH3:1])[C:7]=4[N:8]([CH3:15])[CH:9]=3)[S:36][CH:37]=2)[CH:23]=[C:24]([F:32])[C:25]=1[O:26][CH2:27][C:28]([F:31])([F:29])[F:30]. (6) Given the reactants [Br:1][C:2]1[CH:7]=[C:6]([CH3:8])[CH:5]=[C:4]([CH2:9]Br)[CH:3]=1.[C:11]1([C:20]2[C:15](=[CH:16][CH:17]=[CH:18][CH:19]=2)[CH2:14][O:13]1)=[O:12].[K].C[N:23](C=O)C, predict the reaction product. The product is: [Br:1][C:2]1[CH:3]=[C:4]([CH2:9][N:23]2[C:11](=[O:12])[C:20]3[C:15](=[CH:16][CH:17]=[CH:18][CH:19]=3)[C:14]2=[O:13])[CH:5]=[C:6]([CH3:8])[CH:7]=1. (7) The product is: [ClH:1].[OH:36][C@H:35]([C:26]1[CH:27]=[CH:28][C:29]2[C:30](=[O:34])[O:31][CH2:32][C:33]=2[C:25]=1[CH3:24])[CH2:37][N:13]1[CH2:12][CH2:11][CH:10]([C:8]([N:7]([C:6]2[S:2][N:3]=[CH:4][CH:5]=2)[CH3:16])=[O:9])[CH2:15][CH2:14]1. Given the reactants [ClH:1].[S:2]1[C:6]([N:7]([CH3:16])[C:8]([CH:10]2[CH:15]3[CH:11]2[CH2:12][NH:13][CH2:14]3)=[O:9])=[CH:5][CH:4]=[N:3]1.C(N(CC)CC)C.[CH3:24][C:25]1[C:33]2[CH2:32][O:31][C:30](=[O:34])[C:29]=2[CH:28]=[CH:27][C:26]=1[C@@H:35]1[CH2:37][O:36]1, predict the reaction product.